This data is from Forward reaction prediction with 1.9M reactions from USPTO patents (1976-2016). The task is: Predict the product of the given reaction. (1) Given the reactants [CH2:1]([NH:4][C:5]([NH:7][C:8]1[C:23]([F:24])=[CH:22][C:11]2[O:12][C:13]([F:21])([F:20])[C:14](=[O:19])[N:15]([CH2:16][C:17]#[CH:18])[C:10]=2[CH:9]=1)=[S:6])[CH2:2][CH3:3], predict the reaction product. The product is: [CH2:1]([N:4]1[C:13](=[O:12])[C:14](=[O:19])[N:7]([C:8]2[C:23]([F:24])=[CH:22][C:11]3[O:12][C:13]([F:21])([F:20])[C:14](=[O:19])[N:15]([CH2:16][C:17]#[CH:18])[C:10]=3[CH:9]=2)[C:5]1=[S:6])[CH2:2][CH3:3]. (2) Given the reactants [CH3:1][C:2]([O:5][C:6](=[O:11])[NH:7][CH2:8][CH:9]=[CH2:10])([CH3:4])[CH3:3].C12BC(CCC1)CCC2.P([O-])([O-])([O-])=O.[K+].[K+].[K+].Cl[C:30]1[CH:39]=[CH:38][C:37]2[C:32](=[CH:33][CH:34]=[C:35]([Cl:50])[C:36]=2[NH:40][C:41](=[O:49])[CH2:42][CH:43]2[CH2:48][CH2:47][CH2:46][CH2:45][CH2:44]2)[N:31]=1, predict the reaction product. The product is: [CH3:4][C:2]([O:5][C:6](=[O:11])[NH:7][CH2:8][CH2:9][CH2:10][C:30]1[CH:39]=[CH:38][C:37]2[C:32](=[CH:33][CH:34]=[C:35]([Cl:50])[C:36]=2[NH:40][C:41](=[O:49])[CH2:42][CH:43]2[CH2:48][CH2:47][CH2:46][CH2:45][CH2:44]2)[N:31]=1)([CH3:1])[CH3:3].